This data is from Full USPTO retrosynthesis dataset with 1.9M reactions from patents (1976-2016). The task is: Predict the reactants needed to synthesize the given product. Given the product [OH:20][C@@H:16]([CH2:15][C:12]1[CH:13]=[CH:14][C:9]([O:8][CH2:1][C:2]2[CH:7]=[CH:6][CH:5]=[CH:4][CH:3]=2)=[CH:10][CH:11]=1)[C:17]([O:19][CH3:26])=[O:18], predict the reactants needed to synthesize it. The reactants are: [CH2:1]([O:8][C:9]1[CH:14]=[CH:13][C:12]([CH2:15][CH:16]([OH:20])[C:17]([OH:19])=[O:18])=[CH:11][CH:10]=1)[C:2]1[CH:7]=[CH:6][CH:5]=[CH:4][CH:3]=1.S(=O)(=O)(O)O.[CH3:26]O.